From a dataset of Reaction yield outcomes from USPTO patents with 853,638 reactions. Predict the reaction yield, written as a fraction of the theoretical maximum amount of product (1.0 means a 100% yield; for example, 0.34 means a 34% yield). (1) The reactants are [OH:1][C:2]1[CH:7]=[CH:6][C:5]([CH3:8])=[CH:4][C:3]=1[C:9](=O)[CH3:10].C(=O)([O-])[O-].[K+].[K+].[I-].[Na+].Cl[CH2:21][C:22]([N:24]([O:26][CH3:27])[CH3:25])=[O:23]. The catalyst is CN(C)C=O. The product is [CH3:27][O:26][N:24]([CH3:25])[C:22]([C:21]1[O:1][C:2]2[CH:7]=[CH:6][C:5]([CH3:8])=[CH:4][C:3]=2[C:9]=1[CH3:10])=[O:23]. The yield is 0.490. (2) The reactants are [NH2:1][C:2]1[CH:6]=[CH:5][NH:4][N:3]=1.[C:7]1(=O)[O:12][C:10](=[O:11])[C:9]2=[CH:13][CH:14]=[CH:15][CH:16]=[C:8]12. The catalyst is O1CCOCC1. The product is [NH:4]1[CH:5]=[CH:6][C:2]([N:1]2[C:10](=[O:11])[C:9]3[C:8](=[CH:16][CH:15]=[CH:14][CH:13]=3)[C:7]2=[O:12])=[N:3]1. The yield is 0.920. (3) The reactants are [Cl:1][C:2]1[CH:7]=[C:6]([OH:8])[CH:5]=[CH:4][C:3]=1[CH:9]([CH3:27])[C:10]([C:16]1[CH:17]=[CH:18][C:19]2[O:23][C:22](=[O:24])[N:21]([CH3:25])[C:20]=2[CH:26]=1)([OH:15])[C:11]([F:14])([F:13])[F:12].[H-].[Na+].Br[C:31]1[N:36]=[CH:35][CH:34]=[CH:33][N:32]=1. The catalyst is CN(C=O)C. The product is [Cl:1][C:2]1[CH:7]=[C:6]([O:8][C:31]2[N:36]=[CH:35][CH:34]=[CH:33][N:32]=2)[CH:5]=[CH:4][C:3]=1[CH:9]([CH3:27])[C:10]([C:16]1[CH:17]=[CH:18][C:19]2[O:23][C:22](=[O:24])[N:21]([CH3:25])[C:20]=2[CH:26]=1)([OH:15])[C:11]([F:12])([F:13])[F:14]. The yield is 0.300.